Predict the reaction yield, written as a fraction of the theoretical maximum amount of product (1.0 means a 100% yield; for example, 0.34 means a 34% yield). From a dataset of Reaction yield outcomes from USPTO patents with 853,638 reactions. The reactants are [Cl:1][C:2]1[N:7]=[C:6](Cl)[CH:5]=[CH:4][N:3]=1.[CH:9]1([Mg]Cl)[CH2:12][CH2:11][CH2:10]1. The catalyst is O1CCCC1. The product is [Cl:1][C:2]1[N:7]=[C:6]([CH:9]2[CH2:12][CH2:11][CH2:10]2)[CH:5]=[CH:4][N:3]=1. The yield is 0.430.